Task: Predict the product of the given reaction.. Dataset: Forward reaction prediction with 1.9M reactions from USPTO patents (1976-2016) (1) Given the reactants [Cl:1][C:2]1[N:10]=[C:9]2[C:5]([NH:6][CH:7]=[N:8]2)=[C:4](Cl)[N:3]=1.[F:12][C:13]([F:24])([F:23])[C:14]1[CH:22]=[C:21]2[C:17]([CH2:18][CH2:19][NH:20]2)=[CH:16][CH:15]=1, predict the reaction product. The product is: [Cl:1][C:2]1[N:10]=[C:9]2[C:5]([N:6]=[CH:7][NH:8]2)=[C:4]([N:20]2[C:21]3[C:17](=[CH:16][CH:15]=[C:14]([C:13]([F:12])([F:23])[F:24])[CH:22]=3)[CH2:18][CH2:19]2)[N:3]=1. (2) Given the reactants [C:1]([C:5]1[N:10]=[C:9]([O:11][CH2:12][CH3:13])[C:8]([C:14]2[N:15]([C:33](Cl)=[O:34])[CH:16]([C:26]3[CH:31]=[CH:30][C:29]([Cl:32])=[CH:28][CH:27]=3)[CH:17]([C:19]3[CH:24]=[CH:23][C:22]([Cl:25])=[CH:21][CH:20]=3)[N:18]=2)=[CH:7][N:6]=1)([CH3:4])([CH3:3])[CH3:2].[CH3:36][N:37]([CH3:44])[CH:38]1[CH2:43][CH2:42][NH:41][CH2:40][CH2:39]1, predict the reaction product. The product is: [C:1]([C:5]1[N:10]=[C:9]([O:11][CH2:12][CH3:13])[C:8]([C:14]2[N:15]([C:33]([N:41]3[CH2:42][CH2:43][CH:38]([N:37]([CH3:44])[CH3:36])[CH2:39][CH2:40]3)=[O:34])[C@H:16]([C:26]3[CH:31]=[CH:30][C:29]([Cl:32])=[CH:28][CH:27]=3)[C@H:17]([C:19]3[CH:24]=[CH:23][C:22]([Cl:25])=[CH:21][CH:20]=3)[N:18]=2)=[CH:7][N:6]=1)([CH3:4])([CH3:2])[CH3:3]. (3) Given the reactants [F:1][C:2]1[CH:9]=[C:8]([OH:10])[CH:7]=[CH:6][C:3]=1[C:4]#[N:5].C(=O)([O-])[O-].[K+].[K+].[CH2:17](Br)[C:18]1[CH:23]=[CH:22][CH:21]=[CH:20][CH:19]=1.O, predict the reaction product. The product is: [CH2:17]([O:10][C:8]1[CH:7]=[CH:6][C:3]([C:4]#[N:5])=[C:2]([F:1])[CH:9]=1)[C:18]1[CH:23]=[CH:22][CH:21]=[CH:20][CH:19]=1.